Dataset: Forward reaction prediction with 1.9M reactions from USPTO patents (1976-2016). Task: Predict the product of the given reaction. (1) Given the reactants Cl[C:2]1[CH:7]=[C:6]([O:8][C:9]2[CH:10]=[CH:11][C:12]([NH:16][C:17]([N:19]3[CH2:23][CH2:22][N:21]([CH:24]4[CH2:29][CH2:28][O:27][CH2:26][CH2:25]4)[C:20]3=[O:30])=[O:18])=[N:13][C:14]=2[CH3:15])[CH:5]=[CH:4][N:3]=1.C([O-])([O-])=O.[K+].[K+].[CH3:37][C:38]1[CH:43]=[C:42](B2OC(C)(C)C(C)(C)O2)[CH:41]=[CH:40][N:39]=1, predict the reaction product. The product is: [CH3:15][C:14]1[N:13]=[C:12]([NH:16][C:17]([N:19]2[CH2:23][CH2:22][N:21]([CH:24]3[CH2:29][CH2:28][O:27][CH2:26][CH2:25]3)[C:20]2=[O:30])=[O:18])[CH:11]=[CH:10][C:9]=1[O:8][C:6]1[CH:5]=[CH:4][N:3]=[C:2]([C:42]2[CH:41]=[CH:40][N:39]=[C:38]([CH3:37])[CH:43]=2)[CH:7]=1. (2) The product is: [Cl:1][C:2]1[CH:10]=[CH:9][C:8]([N+:11]([O-:13])=[O:12])=[CH:7][C:3]=1[C:4]([NH:22][CH3:20])=[O:5]. Given the reactants [Cl:1][C:2]1[CH:10]=[CH:9][C:8]([N+:11]([O-:13])=[O:12])=[CH:7][C:3]=1[C:4](Cl)=[O:5].Cl.CN.ClCCl.[CH2:20]([N:22](CC)CC)C, predict the reaction product. (3) Given the reactants [F:1][C:2]1[CH:3]=[CH:4][C:5]([CH3:32])=[C:6]([CH:31]=1)[O:7][CH2:8][C:9]1[C:18]([C:19]2[CH:24]=[CH:23][C:22]([OH:25])=[CH:21][C:20]=2[O:26][CH3:27])=[CH:17][CH:16]=[C:15]2[C:10]=1[C:11]([CH3:30])=[CH:12][C:13]([CH3:29])([CH3:28])[NH:14]2.C(N(CC)CC)C.[C:40]1([N:46]=[C:47]=[O:48])[CH:45]=[CH:44][CH:43]=[CH:42][CH:41]=1, predict the reaction product. The product is: [F:1][C:2]1[CH:3]=[CH:4][C:5]([CH3:32])=[C:6]([CH:31]=1)[O:7][CH2:8][C:9]1[C:18]([C:19]2[CH:24]=[CH:23][C:22]([O:25][C:47]([NH:46][C:40]3[CH:45]=[CH:44][CH:43]=[CH:42][CH:41]=3)=[O:48])=[CH:21][C:20]=2[O:26][CH3:27])=[CH:17][CH:16]=[C:15]2[C:10]=1[C:11]([CH3:30])=[CH:12][C:13]([CH3:28])([CH3:29])[NH:14]2. (4) Given the reactants [C:1]([NH2:4])(=[O:3])[CH3:2].CC(C)([O-])C.[K+].[Cl:11][C:12]1[CH:13]=[C:14]([F:19])[C:15](F)=[N:16][CH:17]=1.[Cl-].[NH4+], predict the reaction product. The product is: [C:1]([NH:4][C:15]1[C:14]([F:19])=[CH:13][C:12]([Cl:11])=[CH:17][N:16]=1)(=[O:3])[CH3:2]. (5) Given the reactants [N+:1]([C:4]1[CH:5]=[C:6]([CH:9]=[CH:10][C:11]=1[CH:12]=[CH2:13])[C:7]#[N:8])([O-])=O, predict the reaction product. The product is: [NH2:1][C:4]1[CH:5]=[C:6]([CH:9]=[CH:10][C:11]=1[CH2:12][CH3:13])[C:7]#[N:8]. (6) Given the reactants Br[CH2:2][CH2:3][CH2:4][N:5]1[C:9]2[CH:10]=[CH:11][C:12]([CH:14]=[O:15])=[CH:13][C:8]=2[N:7]=[N:6]1.[OH:16][C:17]([C:34]1[S:35][CH:36]=[CH:37][CH:38]=1)([C:29]1[S:30][CH:31]=[CH:32][CH:33]=1)[C:18]([O:20][C@H:21]1[CH2:26][CH2:25][C@H:24]([NH:27][CH3:28])[CH2:23][CH2:22]1)=[O:19].C(N(C(C)C)CC)(C)C, predict the reaction product. The product is: [OH:16][C:17]([C:29]1[S:30][CH:31]=[CH:32][CH:33]=1)([C:34]1[S:35][CH:36]=[CH:37][CH:38]=1)[C:18]([O:20][C@H:21]1[CH2:22][CH2:23][C@H:24]([N:27]([CH2:2][CH2:3][CH2:4][N:5]2[C:9]3[CH:10]=[CH:11][C:12]([CH:14]=[O:15])=[CH:13][C:8]=3[N:7]=[N:6]2)[CH3:28])[CH2:25][CH2:26]1)=[O:19]. (7) Given the reactants [NH2:1][C:2]1[CH:23]=[CH:22][C:5]([O:6][C:7]2[C:12]([Br:13])=[CH:11][C:10]([CH2:14][CH:15]([F:20])[C:16]([O:18][CH3:19])=[O:17])=[CH:9][C:8]=2[Br:21])=[CH:4][C:3]=1[N+:24]([O-:26])=[O:25].N1C=CC=CC=1.[Cl:33][CH2:34][C:35](Cl)=[O:36].Cl, predict the reaction product. The product is: [Br:13][C:12]1[CH:11]=[C:10]([CH2:14][CH:15]([F:20])[C:16]([O:18][CH3:19])=[O:17])[CH:9]=[C:8]([Br:21])[C:7]=1[O:6][C:5]1[CH:22]=[CH:23][C:2]([NH:1][C:35](=[O:36])[CH2:34][Cl:33])=[C:3]([N+:24]([O-:26])=[O:25])[CH:4]=1. (8) Given the reactants [Cl:1][C:2]1[C:3](F)=[C:4]([CH:7]=[C:8]([C:10]([F:13])([F:12])[F:11])[CH:9]=1)[CH:5]=[O:6].C[O-:16].[Na+].B(Br)(Br)Br, predict the reaction product. The product is: [Cl:1][C:2]1[C:3]([OH:16])=[C:4]([CH:7]=[C:8]([C:10]([F:13])([F:12])[F:11])[CH:9]=1)[CH:5]=[O:6].